From a dataset of Catalyst prediction with 721,799 reactions and 888 catalyst types from USPTO. Predict which catalyst facilitates the given reaction. (1) Reactant: [C:1]1([S:7](Cl)(=[O:9])=[O:8])[CH:6]=[CH:5][CH:4]=[CH:3][CH:2]=1.[NH2:11][C:12]1[CH:19]=[CH:18][CH:17]=[C:16]([CH:20]2[CH2:22][CH2:21]2)[C:13]=1[C:14]#[N:15].C(N(CC)CC)C. Product: [C:14]([C:13]1[C:16]([CH:20]2[CH2:22][CH2:21]2)=[CH:17][CH:18]=[CH:19][C:12]=1[NH:11][S:7]([C:1]1[CH:6]=[CH:5][CH:4]=[CH:3][CH:2]=1)(=[O:9])=[O:8])#[N:15]. The catalyst class is: 202. (2) The catalyst class is: 385. Product: [I:1][C:2]1[CH:7]=[CH:6][CH:5]=[CH:4][C:3]=1[B:14]([OH:19])[OH:15]. Reactant: [I:1][C:2]1[CH:7]=[CH:6][CH:5]=[CH:4][C:3]=1I.C([Mg]Cl)(C)C.[B:14](OC(C)C)([O:19]C(C)C)[O:15]C(C)C.Cl. (3) Reactant: [Cl:1][C:2]1[CH:7]=[CH:6][CH:5]=[CH:4][C:3]=1[C:8]1[N:9]([C:24]2[CH:29]=[CH:28][C:27]([Cl:30])=[CH:26][CH:25]=2)[C:10]2[C:15]([N:16]=1)=[C:14]([N:17]1[CH2:22][CH2:21][CH:20]([NH2:23])[CH2:19][CH2:18]1)[N:13]=[CH:12][N:11]=2.[S:31](N)([NH2:34])(=[O:33])=[O:32]. Product: [Cl:1][C:2]1[CH:7]=[CH:6][CH:5]=[CH:4][C:3]=1[C:8]1[N:9]([C:24]2[CH:25]=[CH:26][C:27]([Cl:30])=[CH:28][CH:29]=2)[C:10]2[C:15]([N:16]=1)=[C:14]([N:17]1[CH2:22][CH2:21][CH:20]([NH:23][NH:34][SH:31](=[O:33])=[O:32])[CH2:19][CH2:18]1)[N:13]=[CH:12][N:11]=2. The catalyst class is: 12. (4) Reactant: [Br:1][C:2]1[CH:3]=[CH:4][CH:5]=[C:6]2[C:11]=1[N:10]=[C:9](Cl)[N:8]([CH:13]1[CH2:18][CH2:17][O:16][CH2:15][CH2:14]1)[C:7]2=[O:19].[CH3:20][C:21]([NH2:24])([CH3:23])[CH3:22]. Product: [Br:1][C:2]1[CH:3]=[CH:4][CH:5]=[C:6]2[C:11]=1[N:10]=[C:9]([NH:24][C:21]([CH3:23])([CH3:22])[CH3:20])[N:8]([CH:13]1[CH2:18][CH2:17][O:16][CH2:15][CH2:14]1)[C:7]2=[O:19]. The catalyst class is: 296. (5) Reactant: [OH:1][C:2]1[CH:20]=[CH:19][CH:18]=[C:17]([CH3:21])[C:3]=1[CH2:4][NH:5][C:6]1[C:7]2[N:8]([C:12]([CH3:16])=[C:13]([CH3:15])[N:14]=2)[CH:9]=[CH:10][CH:11]=1.[OH-].[K+].[Cl:24][C:25]([O:27][CH3:28])=[O:26].C(Cl)Cl. Product: [ClH:24].[C:25](=[O:26])([O:27][CH3:28])[O:1][C:2]1[CH:20]=[CH:19][CH:18]=[C:17]([CH3:21])[C:3]=1[CH2:4][NH:5][C:6]1[C:7]2[N:8]([C:12]([CH3:16])=[C:13]([CH3:15])[N:14]=2)[CH:9]=[CH:10][CH:11]=1. The catalyst class is: 21. (6) Product: [N:15]1[CH:20]=[CH:19][C:18]([C:2]2[CH:3]=[C:4]([CH:6]=[CH:7][CH:8]=2)[NH2:5])=[CH:17][CH:16]=1. The catalyst class is: 149. Reactant: Br[C:2]1[CH:3]=[C:4]([CH:6]=[CH:7][CH:8]=1)[NH2:5].C(=O)([O-])[O-].[Na+].[Na+].[N:15]1[CH:20]=[CH:19][C:18](B(O)O)=[CH:17][CH:16]=1.